From a dataset of Reaction yield outcomes from USPTO patents with 853,638 reactions. Predict the reaction yield, written as a fraction of the theoretical maximum amount of product (1.0 means a 100% yield; for example, 0.34 means a 34% yield). (1) The reactants are [CH:1]1([CH:6]([N:10]2[CH:14]=[C:13]([C:15]3[C:16]4[CH:23]=[CH:22][N:21](COCC[Si](C)(C)C)[C:17]=4[N:18]=[CH:19][N:20]=3)[CH:12]=[N:11]2)[CH2:7][CH:8]=[CH2:9])[CH2:5][CH2:4][CH2:3][CH2:2]1.[C:32]([OH:38])([C:34]([F:37])([F:36])[F:35])=[O:33]. The catalyst is C(Cl)Cl. The product is [F:35][C:34]([F:37])([F:36])[C:32]([OH:38])=[O:33].[CH:1]1([CH:6]([N:10]2[CH:14]=[C:13]([C:15]3[C:16]4[CH:23]=[CH:22][NH:21][C:17]=4[N:18]=[CH:19][N:20]=3)[CH:12]=[N:11]2)[CH2:7][CH:8]=[CH2:9])[CH2:5][CH2:4][CH2:3][CH2:2]1. The yield is 0.800. (2) The reactants are [CH3:1][C:2]1[CH:23]=[CH:22][CH:21]=[C:20]([CH3:24])[C:3]=1[CH2:4][NH:5][C:6]1[C:14]2[N:13]=[C:12]([CH3:15])[N:11]([CH3:16])[C:10]=2[CH:9]=[C:8]([C:17]([OH:19])=O)[CH:7]=1.[NH:25]1[CH2:27][CH2:26]1.O. The catalyst is O1CCCC1.CN(C)C=O. The product is [N:25]1([C:17]([C:8]2[CH:7]=[C:6]([NH:5][CH2:4][C:3]3[C:2]([CH3:1])=[CH:23][CH:22]=[CH:21][C:20]=3[CH3:24])[C:14]3[N:13]=[C:12]([CH3:15])[N:11]([CH3:16])[C:10]=3[CH:9]=2)=[O:19])[CH2:27][CH2:26]1. The yield is 0.860. (3) The reactants are Cl.[O:2]=[C:3]1[CH2:8][NH:7][CH2:6][CH2:5][N:4]1[CH2:9][C:10]([O:12][CH3:13])=[O:11].Br[C:15]1[CH:20]=[CH:19][CH:18]=[C:17]([O:21][C:22]([F:25])([F:24])[F:23])[CH:16]=1.CC1(C)C2C(=C(P(C3C=CC=CC=3)C3C=CC=CC=3)C=CC=2)OC2C(P(C3C=CC=CC=3)C3C=CC=CC=3)=CC=CC1=2.C([O-])([O-])=O.[Cs+].[Cs+]. The catalyst is O1CCOCC1.CC([O-])=O.CC([O-])=O.[Pd+2]. The product is [O:2]=[C:3]1[CH2:8][N:7]([C:19]2[CH:20]=[CH:15][CH:16]=[C:17]([O:21][C:22]([F:23])([F:24])[F:25])[CH:18]=2)[CH2:6][CH2:5][N:4]1[CH2:9][C:10]([O:12][CH3:13])=[O:11]. The yield is 0.500. (4) The yield is 0.575. The reactants are Br[CH2:2][CH2:3][CH2:4][C:5]1[CH:12]=[CH:11][C:8]([C:9]#[N:10])=[CH:7][CH:6]=1.C([O-])([O-])=O.[K+].[K+].[CH2:19]([CH2:21][NH2:22])[OH:20]. The catalyst is C(#N)C. The product is [OH:20][CH2:19][CH2:21][NH:22][CH2:2][CH2:3][CH2:4][C:5]1[CH:12]=[CH:11][C:8]([C:9]#[N:10])=[CH:7][CH:6]=1. (5) The reactants are [CH:1]([C:3]1[CH:20]=[CH:19][C:6]2[S:7][C:8](B3OC(C)(C)C(C)(C)O3)=[CH:9][C:5]=2[CH:4]=1)=[O:2].I[C:22]1[C:30]2[C:25](=[N:26][CH:27]=[N:28][C:29]=2[NH2:31])[N:24]([CH:32]([CH3:34])[CH3:33])[N:23]=1.C([O-])([O-])=O.[Na+].[Na+]. The catalyst is CCO.COCCOC.C1C=CC([P]([Pd]([P](C2C=CC=CC=2)(C2C=CC=CC=2)C2C=CC=CC=2)([P](C2C=CC=CC=2)(C2C=CC=CC=2)C2C=CC=CC=2)[P](C2C=CC=CC=2)(C2C=CC=CC=2)C2C=CC=CC=2)(C2C=CC=CC=2)C2C=CC=CC=2)=CC=1. The product is [NH2:31][C:29]1[N:28]=[CH:27][N:26]=[C:25]2[N:24]([CH:32]([CH3:34])[CH3:33])[N:23]=[C:22]([C:8]3[S:7][C:6]4[CH:19]=[CH:20][C:3]([CH:1]=[O:2])=[CH:4][C:5]=4[CH:9]=3)[C:30]=12. The yield is 0.450. (6) The reactants are [O:1]=[CH:2][C:3]1[CH:11]=[CH:10][C:8]([OH:9])=[C:5]([O:6][CH3:7])[CH:4]=1.N1C=CC=CC=1.[O:18](S(C(F)(F)F)(=O)=O)[S:19]([C:22]([F:25])([F:24])[F:23])(=O)=[O:20]. The catalyst is C(Cl)Cl. The product is [CH3:7][O:6][C:5]1[CH:4]=[C:3]([CH:11]=[CH:10][C:8]=1[O:9][S:19]([C:22]([F:25])([F:24])[F:23])(=[O:20])=[O:18])[CH:2]=[O:1]. The yield is 0.610. (7) The product is [CH2:15]([O:17][C:18]([C:19]1[C:20]([CH2:21][CH3:22])=[N:2][N:3]2[CH:8]=[CH:7][CH:6]=[CH:5][C:4]=12)=[O:23])[CH3:16]. The yield is 0.550. The reactants are [I-].[NH2:2][N+:3]1[CH:8]=[CH:7][CH:6]=[CH:5][CH:4]=1.C(=O)([O-])[O-].[K+].[K+].[CH2:15]([O:17][C:18](=[O:23])[C:19]#[C:20][CH2:21][CH3:22])[CH3:16]. The catalyst is CN(C)C=O. (8) The reactants are Br[C:2]1[CH:7]=[CH:6][C:5]([C:8]([CH3:14])([CH3:13])[CH2:9][CH2:10][CH2:11][CH3:12])=[CH:4][CH:3]=1.C([Li])CCC.CCCCCC.CN(C)[CH:28]=[O:29].[Cl-].[NH4+]. The catalyst is O.O1CCCC1. The product is [CH3:13][C:8]([C:5]1[CH:6]=[CH:7][C:2]([CH:28]=[O:29])=[CH:3][CH:4]=1)([CH3:14])[CH2:9][CH2:10][CH2:11][CH3:12]. The yield is 0.660.